Task: Predict the reactants needed to synthesize the given product.. Dataset: Full USPTO retrosynthesis dataset with 1.9M reactions from patents (1976-2016) Given the product [OH:1][C:2]1[C:11]2[C:6](=[N:7][CH:8]=[CH:9][CH:10]=2)[N:5]([CH2:12][CH2:13][CH:14]([CH3:16])[CH3:15])[C:4](=[O:17])[C:3]=1[C:18]1[NH:23][C:22]2[CH:24]=[CH:25][C:26]([NH:28][S:29]([NH:53][CH:50]3[CH2:49][CH2:48][N:47]([C:45]([O:44][C:41]([CH3:43])([CH3:42])[CH3:40])=[O:46])[CH2:52][CH2:51]3)(=[O:31])=[O:30])=[CH:27][C:21]=2[S:20](=[O:38])(=[O:39])[N:19]=1, predict the reactants needed to synthesize it. The reactants are: [OH:1][C:2]1[C:11]2[C:6](=[N:7][CH:8]=[CH:9][CH:10]=2)[N:5]([CH2:12][CH2:13][CH:14]([CH3:16])[CH3:15])[C:4](=[O:17])[C:3]=1[C:18]1[NH:23][C:22]2[CH:24]=[CH:25][C:26]([NH:28][S:29](N3CCOC3=O)(=[O:31])=[O:30])=[CH:27][C:21]=2[S:20](=[O:39])(=[O:38])[N:19]=1.[CH3:40][C:41]([O:44][C:45]([N:47]1[CH2:52][CH2:51][CH:50]([NH2:53])[CH2:49][CH2:48]1)=[O:46])([CH3:43])[CH3:42].